Dataset: Full USPTO retrosynthesis dataset with 1.9M reactions from patents (1976-2016). Task: Predict the reactants needed to synthesize the given product. (1) The reactants are: [N:1]1[CH:6]=[CH:5][CH:4]=[CH:3][C:2]=1[C:7]1[C:8]([C:15]2[C:24]3[C:19](=[CH:20][C:21]([O:25][CH2:26][CH2:27][O:28]C4CCCCO4)=[CH:22][CH:23]=3)[N:18]=[CH:17][CH:16]=2)=[C:9]2[CH2:14][CH2:13][CH2:12][N:10]2[N:11]=1. Given the product [N:1]1[CH:6]=[CH:5][CH:4]=[CH:3][C:2]=1[C:7]1[C:8]([C:15]2[C:24]3[C:19](=[CH:20][C:21]([O:25][CH2:26][CH2:27][OH:28])=[CH:22][CH:23]=3)[N:18]=[CH:17][CH:16]=2)=[C:9]2[CH2:14][CH2:13][CH2:12][N:10]2[N:11]=1, predict the reactants needed to synthesize it. (2) Given the product [CH2:1]([O:8][N:9]1[C:15](=[O:16])[N:14]2[CH2:17][C@H:10]1[CH2:11][CH2:12][C@H:13]2[C:18]([NH:21][O:22][CH2:23][CH2:24][NH:25][S:26]([NH:29][C:30](=[O:36])[O:31][C:32]([CH3:34])([CH3:33])[CH3:35])(=[O:28])=[O:27])=[O:20])[C:2]1[CH:3]=[CH:4][CH:5]=[CH:6][CH:7]=1, predict the reactants needed to synthesize it. The reactants are: [CH2:1]([O:8][N:9]1[C:15](=[O:16])[N:14]2[CH2:17][C@H:10]1[CH2:11][CH2:12][C@H:13]2[C:18]([OH:20])=O)[C:2]1[CH:7]=[CH:6][CH:5]=[CH:4][CH:3]=1.[NH2:21][O:22][CH2:23][CH2:24][NH:25][S:26]([NH:29][C:30](=[O:36])[O:31][C:32]([CH3:35])([CH3:34])[CH3:33])(=[O:28])=[O:27].ON1C2C=CC=CC=2N=N1.Cl.C(N=C=NCCCN(C)C)C. (3) The reactants are: [OH-].[Na+].[CH2:3]([O:7][C:8]1[CH:13]=[C:12](/[CH:14]=[C:15](/[O:20][CH3:21])\[C:16]([O:18]C)=[O:17])[CH:11]=[CH:10][C:9]=1[C:22]1[CH:27]=[CH:26][CH:25]=[C:24]([N:28]([CH3:37])[C:29]([NH:31][CH2:32][CH2:33][CH2:34][CH2:35][CH3:36])=[O:30])[CH:23]=1)[CH2:4][CH2:5][CH3:6].Cl.O.O1CC[CH2:42][CH2:41]1. Given the product [CH2:3]([O:7][C:8]1[CH:13]=[C:12](/[CH:14]=[C:15](/[O:20][CH3:21])\[C:16]([OH:18])=[O:17])[CH:11]=[CH:10][C:9]=1[C:22]1[CH:27]=[CH:26][CH:25]=[C:24]([N:28]([CH3:37])[C:29]([NH:31][CH2:32][CH2:33][CH2:34][CH2:35][CH2:36][CH2:41][CH3:42])=[O:30])[CH:23]=1)[CH2:4][CH2:5][CH3:6], predict the reactants needed to synthesize it. (4) Given the product [Cl:1][C:2]1[CH:7]=[CH:6][C:5]([C:8]2([CH3:40])[C:12]([C:14]3[CH:19]=[CH:18][C:17]([Cl:20])=[CH:16][CH:15]=3)([CH3:13])[N:11]([C:41]([Cl:43])=[O:42])[C:10]([C:21]3[CH:26]=[C:25]([S:27]([N:30]4[CH2:31][CH2:32][CH2:33][CH2:34]4)(=[O:28])=[O:29])[C:24]([O:35][CH3:36])=[CH:23][C:22]=3[O:37][CH2:38][CH3:39])=[N:9]2)=[CH:4][CH:3]=1, predict the reactants needed to synthesize it. The reactants are: [Cl:1][C:2]1[CH:7]=[CH:6][C:5]([C:8]2([CH3:40])[C:12]([C:14]3[CH:19]=[CH:18][C:17]([Cl:20])=[CH:16][CH:15]=3)([CH3:13])[NH:11][C:10]([C:21]3[CH:26]=[C:25]([S:27]([N:30]4[CH2:34][CH2:33][CH2:32][CH2:31]4)(=[O:29])=[O:28])[C:24]([O:35][CH3:36])=[CH:23][C:22]=3[O:37][CH2:38][CH3:39])=[N:9]2)=[CH:4][CH:3]=1.[C:41](Cl)([Cl:43])=[O:42]. (5) Given the product [CH:18]([C:15]1[CH:16]=[CH:17][C:12]([CH:8]2[C:7]3[C:6]([CH3:21])=[C:5]([NH:22][C:23](=[O:29])[CH2:24][C:25]([CH3:26])([CH3:28])[CH3:27])[C:4]([CH3:30])=[C:3]([CH2:1][CH2:31][CH3:32])[C:11]=3[S:10][CH2:9]2)=[CH:13][CH:14]=1)([CH3:20])[CH3:19], predict the reactants needed to synthesize it. The reactants are: [CH:1]([C:3]1[C:11]2[S:10][CH2:9][CH:8]([C:12]3[CH:17]=[CH:16][C:15]([CH:18]([CH3:20])[CH3:19])=[CH:14][CH:13]=3)[C:7]=2[C:6]([CH3:21])=[C:5]([NH:22][C:23](=[O:29])[CH2:24][C:25]([CH3:28])([CH3:27])[CH3:26])[C:4]=1[CH3:30])=O.[CH2:31]([Mg]Br)[CH3:32]. (6) Given the product [N:18]1[CH:23]=[CH:22][C:21]([C:2]2[CH:10]=[C:9]3[C:5]([CH2:6][CH2:7][N:8]3[C:11]([O:13][C:14]([CH3:17])([CH3:16])[CH3:15])=[O:12])=[CH:4][CH:3]=2)=[CH:20][CH:19]=1, predict the reactants needed to synthesize it. The reactants are: Br[C:2]1[CH:10]=[C:9]2[C:5]([CH2:6][CH2:7][N:8]2[C:11]([O:13][C:14]([CH3:17])([CH3:16])[CH3:15])=[O:12])=[CH:4][CH:3]=1.[N:18]1[CH:23]=[CH:22][C:21](B(O)O)=[CH:20][CH:19]=1.C(=O)([O-])[O-].[Na+].[Na+]. (7) Given the product [Cl:24][C:15]1[C:12]2[CH2:13][CH2:14][NH:8][CH2:9][CH2:10][C:11]=2[S:17][C:16]=1[C:18](=[O:23])[C:19]([CH3:21])([CH3:20])[CH3:22], predict the reactants needed to synthesize it. The reactants are: C([N:8]1[CH2:14][CH2:13][C:12]2[C:15]([Cl:24])=[C:16]([C:18](=[O:23])[C:19]([CH3:22])([CH3:21])[CH3:20])[S:17][C:11]=2[CH2:10][CH2:9]1)C1C=CC=CC=1.C([O-])([O-])=O.[K+].[K+].ClC(OC(Cl)C)=O. (8) Given the product [N:58]1[CH:53]=[CH:54][CH:55]=[C:56]([C:59]2[CH:68]=[C:67]([C:69]([OH:71])=[O:70])[C:66]3[C:61](=[CH:62][CH:63]=[CH:64][CH:65]=3)[N:60]=2)[CH:57]=1, predict the reactants needed to synthesize it. The reactants are: ClC1C=C(C(O)=O)C2C(=CC=CC=2)N=1.N1C=CC=C(B(O)O)C=1.CN1CCN(C2N=CC=CC=2B2OC(C)(C)C(C)(C)O2)CC1.CN1CCN([C:53]2[N:58]=[CH:57][C:56]([C:59]3[CH:68]=[C:67]([C:69]([OH:71])=[O:70])[C:66]4[C:61](=[CH:62][CH:63]=[CH:64][CH:65]=4)[N:60]=3)=[CH:55][CH:54]=2)CC1. (9) Given the product [CH3:26][O:25][C:21]1[CH:20]=[C:19]([C:2](=[O:1])[CH2:3][O:4][C:5]2[CH:18]=[CH:17][C:8]([CH2:9][CH:10]3[S:14][C:13](=[O:15])[NH:12][C:11]3=[O:16])=[CH:7][CH:6]=2)[CH:24]=[CH:23][CH:22]=1, predict the reactants needed to synthesize it. The reactants are: [OH:1][CH:2]([C:19]1[CH:24]=[CH:23][CH:22]=[C:21]([O:25][CH3:26])[CH:20]=1)[CH2:3][O:4][C:5]1[CH:18]=[CH:17][C:8]([CH2:9][CH:10]2[S:14][C:13](=[O:15])[NH:12][C:11]2=[O:16])=[CH:7][CH:6]=1.CS(C)=O.O=P12OP3(OP(OP(O3)(O1)=O)(=O)O2)=O.C(N(CC)CC)C.